From a dataset of Forward reaction prediction with 1.9M reactions from USPTO patents (1976-2016). Predict the product of the given reaction. (1) Given the reactants Br.Br[CH2:3][C:4]([C:6]1[CH:11]=[CH:10][N:9]=[CH:8][CH:7]=1)=O.[F:12][C:13]([F:25])([F:24])[C:14]1[CH:15]=[C:16]([NH:20][C:21]([NH2:23])=[S:22])[CH:17]=[CH:18][CH:19]=1.N, predict the reaction product. The product is: [N:9]1[CH:10]=[CH:11][C:6]([C:4]2[N:23]=[C:21]([NH:20][C:16]3[CH:17]=[CH:18][CH:19]=[C:14]([C:13]([F:24])([F:12])[F:25])[CH:15]=3)[S:22][CH:3]=2)=[CH:7][CH:8]=1. (2) Given the reactants [CH3:1][O:2][C:3](=[O:13])[C:4]1[CH:9]=[C:8]([Br:10])[C:7]([OH:11])=[CH:6][C:5]=1[OH:12].C([O-])([O-])=O.[Cs+].[Cs+].[CH2:20](Br)[C:21]1[CH:26]=[CH:25][CH:24]=[CH:23][CH:22]=1, predict the reaction product. The product is: [CH3:1][O:2][C:3](=[O:13])[C:4]1[CH:9]=[C:8]([Br:10])[C:7]([O:11][CH2:20][C:21]2[CH:26]=[CH:25][CH:24]=[CH:23][CH:22]=2)=[CH:6][C:5]=1[OH:12]. (3) Given the reactants Cl.C(OC(=O)[NH:8][CH2:9][C@@H:10]1[CH2:15][CH2:14][CH2:13][N:12]([CH2:16][C:17]2[CH:22]=[CH:21][C:20]([C:23](=[O:38])[NH:24][CH2:25][C:26]3[CH:31]=[C:30]([Cl:32])[CH:29]=[CH:28][C:27]=3[S:33]([CH2:36][CH3:37])(=[O:35])=[O:34])=[CH:19][C:18]=2[C:39]([F:42])([F:41])[F:40])[CH2:11]1)(C)(C)C.[OH-].[Na+], predict the reaction product. The product is: [NH2:8][CH2:9][C@@H:10]1[CH2:15][CH2:14][CH2:13][N:12]([CH2:16][C:17]2[CH:22]=[CH:21][C:20]([C:23]([NH:24][CH2:25][C:26]3[CH:31]=[C:30]([Cl:32])[CH:29]=[CH:28][C:27]=3[S:33]([CH2:36][CH3:37])(=[O:35])=[O:34])=[O:38])=[CH:19][C:18]=2[C:39]([F:40])([F:42])[F:41])[CH2:11]1. (4) Given the reactants [N:1]([CH:4]([CH2:10][CH2:11][CH2:12][CH3:13])[CH:5]([OH:9])[C:6]([NH2:8])=[O:7])=[N+]=[N-].[CH3:14][OH:15], predict the reaction product. The product is: [OH:15][C@H:14]1[CH2:11][CH2:10][CH2:4][CH2:5][C@@H:6]1[NH:8][C:6](=[O:7])[C@@H:5]([OH:9])[C@@H:4]([NH2:1])[CH2:10][CH2:11][CH2:12][CH3:13]. (5) Given the reactants [C:1]([N:5]1[CH:9]=[C:8]([CH2:10]O)[C:7]([C:12]([O:14][CH2:15][CH3:16])=[O:13])=[N:6]1)([CH3:4])([CH3:3])[CH3:2].P(Br)(Br)[Br:18], predict the reaction product. The product is: [Br:18][CH2:10][C:8]1[C:7]([C:12]([O:14][CH2:15][CH3:16])=[O:13])=[N:6][N:5]([C:1]([CH3:4])([CH3:3])[CH3:2])[CH:9]=1.